Dataset: Catalyst prediction with 721,799 reactions and 888 catalyst types from USPTO. Task: Predict which catalyst facilitates the given reaction. (1) Reactant: [NH2:1][C@@H:2]([C:5]1[CH:10]=[C:9]([I:11])[CH:8]=[C:7]([F:12])[CH:6]=1)[CH2:3][OH:4].C1COCC1.C([O-])(O)=O.[Na+].[C:23](Cl)(=[O:39])[O:24][CH2:25][CH:26]1[C:38]2[CH:37]=[CH:36][CH:35]=[CH:34][C:33]=2[C:32]2[C:27]1=[CH:28][CH:29]=[CH:30][CH:31]=2. Product: [F:12][C:7]1[CH:6]=[C:5]([C@H:2]([NH:1][C:23](=[O:39])[O:24][CH2:25][CH:26]2[C:38]3[CH:37]=[CH:36][CH:35]=[CH:34][C:33]=3[C:32]3[C:27]2=[CH:28][CH:29]=[CH:30][CH:31]=3)[CH2:3][OH:4])[CH:10]=[C:9]([I:11])[CH:8]=1. The catalyst class is: 84. (2) Reactant: S(=O)(=O)(O)O.[N+]([O-])(O)=O.[CH:10]12[CH2:19][CH:14]3[CH2:15][CH:16]([CH2:18][CH:12]([CH2:13]3)[CH:11]1[NH2:20])[CH2:17]2.[OH-:21].[Na+]. Product: [NH2:20][CH:11]1[CH:12]2[CH2:18][C:16]3([OH:21])[CH2:15][CH:14]([CH2:19][CH:10]1[CH2:17]3)[CH2:13]2. The catalyst class is: 6. (3) Reactant: S(=O)(=O)(O)O.C[O:7][CH:8](OC)[CH2:9][CH2:10][CH2:11][S:12][C:13]1[N:17]([CH3:18])[C:16]([C:19]2[CH:24]=[CH:23][CH:22]=[CH:21][CH:20]=2)=[N:15][N:14]=1.C(=O)([O-])[O-].[Na+].[Na+]. Product: [CH3:18][N:17]1[C:16]([C:19]2[CH:24]=[CH:23][CH:22]=[CH:21][CH:20]=2)=[N:15][N:14]=[C:13]1[S:12][CH2:11][CH2:10][CH2:9][CH:8]=[O:7]. The catalyst class is: 8. (4) Reactant: [C:1]([O:5][C:6]([NH:8][C@@H:9]1[CH2:11][C@H:10]1[C:12]1[CH:13]=[C:14]([C:17]([OH:19])=O)[S:15][CH:16]=1)=[O:7])([CH3:4])([CH3:3])[CH3:2].Cl.[F:21][C:22]1([F:29])[CH2:27][CH2:26][CH:25]([NH2:28])[CH2:24][CH2:23]1.C(N(CC)CC)C.CN(C(ON1N=NC2C=CC=NC1=2)=[N+](C)C)C.F[P-](F)(F)(F)(F)F. Product: [C:1]([O:5][C:6](=[O:7])[NH:8][C@@H:9]1[CH2:11][C@H:10]1[C:12]1[CH:13]=[C:14]([C:17](=[O:19])[NH:28][CH:25]2[CH2:26][CH2:27][C:22]([F:29])([F:21])[CH2:23][CH2:24]2)[S:15][CH:16]=1)([CH3:2])([CH3:3])[CH3:4]. The catalyst class is: 384. (5) Reactant: [O:1]1[C:5]2[CH:6]=[CH:7][CH:8]=[CH:9][C:4]=2[C:3]([C:10]2[CH:17]=[CH:16][CH:15]=[CH:14][C:11]=2[CH:12]=O)=[N:2]1.[ClH:18].[CH3:19][NH:20][CH3:21].[BH4-].[Na+]. Product: [ClH:18].[O:1]1[C:5]2[CH:6]=[CH:7][CH:8]=[CH:9][C:4]=2[C:3]([C:10]2[CH:17]=[CH:16][CH:15]=[CH:14][C:11]=2[CH2:12][N:20]([CH3:21])[CH3:19])=[N:2]1. The catalyst class is: 125. (6) Reactant: [F:1][C:2]1[CH:7]=[C:6]([CH2:8][N:9]2[C:14]([O:15][C:16]3[CH:17]=[C:18]([CH:21]=[C:22]([CH3:24])[CH:23]=3)[CH:19]=O)=[C:13]([CH:25]([CH3:27])[CH3:26])[C:12](=[O:28])[NH:11][C:10]2=[O:29])[CH:5]=[C:4]([NH:30][CH2:31][C:32]2[CH:37]=[CH:36][C:35]([O:38][CH3:39])=[CH:34][CH:33]=2)[N:3]=1.[C:40]([CH2:42]P(=O)(OCC)OCC)#[N:41].CC(C)([O-])C.[K+]. Product: [F:1][C:2]1[CH:7]=[C:6]([CH2:8][N:9]2[C:14]([O:15][C:16]3[CH:17]=[C:18]([CH:19]=[CH:42][C:40]#[N:41])[CH:21]=[C:22]([CH3:24])[CH:23]=3)=[C:13]([CH:25]([CH3:27])[CH3:26])[C:12](=[O:28])[NH:11][C:10]2=[O:29])[CH:5]=[C:4]([NH:30][CH2:31][C:32]2[CH:33]=[CH:34][C:35]([O:38][CH3:39])=[CH:36][CH:37]=2)[N:3]=1. The catalyst class is: 721.